From a dataset of Reaction yield outcomes from USPTO patents with 853,638 reactions. Predict the reaction yield, written as a fraction of the theoretical maximum amount of product (1.0 means a 100% yield; for example, 0.34 means a 34% yield). (1) The reactants are [Br:1]Br.[CH3:3][O:4][C:5]1[CH:10]=[CH:9][C:8]([C:11]2[CH:16]=[CH:15][C:14]([CH:17]=[O:18])=[CH:13][CH:12]=2)=[CH:7][CH:6]=1. The catalyst is CC(O)=O. The product is [Br:1][C:10]1[CH:9]=[C:8]([C:11]2[CH:16]=[CH:15][C:14]([CH:17]=[O:18])=[CH:13][CH:12]=2)[CH:7]=[CH:6][C:5]=1[O:4][CH3:3]. The yield is 0.960. (2) The reactants are Br[C:2]1[CH:7]=[CH:6][C:5]([CH:8]2[CH2:13][CH2:12][O:11][CH2:10][CH2:9]2)=[CH:4][CH:3]=1.[CH3:14][C:15]1([CH3:31])[C:19]([CH3:21])([CH3:20])[O:18][B:17]([B:17]2[O:18][C:19]([CH3:21])([CH3:20])[C:15]([CH3:31])([CH3:14])[O:16]2)[O:16]1.C([O-])(=O)C.[K+].O. The catalyst is O1CCOCC1.C1C=CC(P(C2C=CC=CC=2)[C-]2C=CC=C2)=CC=1.C1C=CC(P(C2C=CC=CC=2)[C-]2C=CC=C2)=CC=1.Cl[Pd]Cl.[Fe+2].C(OCC)(=O)C. The product is [CH3:14][C:15]1([CH3:31])[C:19]([CH3:21])([CH3:20])[O:18][B:17]([C:2]2[CH:7]=[CH:6][C:5]([CH:8]3[CH2:13][CH2:12][O:11][CH2:10][CH2:9]3)=[CH:4][CH:3]=2)[O:16]1. The yield is 0.338.